This data is from Full USPTO retrosynthesis dataset with 1.9M reactions from patents (1976-2016). The task is: Predict the reactants needed to synthesize the given product. (1) Given the product [NH:4]1[C:8]2[CH:9]=[CH:10][CH:11]=[CH:12][C:7]=2[N:6]=[C:5]1[C:13]([CH:15]1[CH2:18][CH:17]([NH:19][C:20]2[C:25]([N+:26]([O-:28])=[O:27])=[CH:24][CH:23]=[CH:22][N:21]=2)[CH2:16]1)=[O:14], predict the reactants needed to synthesize it. The reactants are: COC[N:4]1[C:8]2[CH:9]=[CH:10][CH:11]=[CH:12][C:7]=2[N:6]=[C:5]1[C:13]([CH:15]1[CH2:18][CH:17]([NH:19][C:20]2[C:25]([N+:26]([O-:28])=[O:27])=[CH:24][CH:23]=[CH:22][N:21]=2)[CH2:16]1)=[O:14].Cl. (2) Given the product [Br:1][C:2]1[CH:3]=[C:4]2[C:9](=[CH:10][CH:11]=1)[C:8]1([S:16][CH2:13][CH2:14][S:15]1)[CH2:7][CH2:6][CH2:5]2, predict the reactants needed to synthesize it. The reactants are: [Br:1][C:2]1[CH:3]=[C:4]2[C:9](=[CH:10][CH:11]=1)[C:8](=O)[CH2:7][CH2:6][CH2:5]2.[CH2:13]([SH:16])[CH2:14][SH:15].[OH-].[Na+].